Dataset: HIV replication inhibition screening data with 41,000+ compounds from the AIDS Antiviral Screen. Task: Binary Classification. Given a drug SMILES string, predict its activity (active/inactive) in a high-throughput screening assay against a specified biological target. The drug is Cc1c2cc(Cl)ccc2n2c(=O)c3ccccc3[nH]c(=O)c12. The result is 0 (inactive).